From a dataset of Experimentally validated miRNA-target interactions with 360,000+ pairs, plus equal number of negative samples. Binary Classification. Given a miRNA mature sequence and a target amino acid sequence, predict their likelihood of interaction. The miRNA is hsa-miR-548ao-5p with sequence AGAAGUAACUACGGUUUUUGCA. The protein sequence of the target gene is MCFLRRPGAPASWIWWRMLRQVLRRGLQSFCHRLGLCVSRHPVFFLTVPAVLTITFGLSALNRFQPEGDLERLVAPSHSLAKIERSLASSLFPLDQSKSQLYSDLHTPGRYGRVILLSPTGDNILLQAEGILQTHRAVLEMKDGRNSFIGHQLGGVVEVPNSKDQRVKSARAIQITYYLQTYGSATQDLIGEKWENEFCKLIRKLQEEHQELQLYSLASFSLWRDFHKTSILARSKVLVSLVLILTTATLSSSMKDCLRSKPFLGLLGVLTVCISIITAAGIFFITDGKYNSTLLGIPFF.... Result: 0 (no interaction).